Dataset: CYP2C19 inhibition data for predicting drug metabolism from PubChem BioAssay. Task: Regression/Classification. Given a drug SMILES string, predict its absorption, distribution, metabolism, or excretion properties. Task type varies by dataset: regression for continuous measurements (e.g., permeability, clearance, half-life) or binary classification for categorical outcomes (e.g., BBB penetration, CYP inhibition). Dataset: cyp2c19_veith. The drug is Cc1cccc(OCCCCCn2ccnc2)c1. The result is 1 (inhibitor).